Predict the reactants needed to synthesize the given product. From a dataset of Full USPTO retrosynthesis dataset with 1.9M reactions from patents (1976-2016). (1) Given the product [CH2:19]([O:21][C:22]([CH:24]1[CH2:28][CH2:27][N:26]([C:7](=[O:8])[C:6]2[CH:10]=[CH:11][C:3]([O:2][CH3:1])=[CH:4][CH:5]=2)[CH2:25]1)=[O:23])[CH3:20], predict the reactants needed to synthesize it. The reactants are: [CH3:1][O:2][C:3]1[CH:11]=[CH:10][C:6]([C:7](Cl)=[O:8])=[CH:5][CH:4]=1.C(N(CC)CC)C.[CH2:19]([O:21][C:22]([CH:24]1[CH2:28][CH2:27][NH:26][CH2:25]1)=[O:23])[CH3:20]. (2) The reactants are: [CH3:1][CH2:2][Mg+].[Br-].[OH:5][CH:6]1[CH2:11][CH2:10][CH:9]([C:12](N(OC)C)=[O:13])[CH2:8][CH2:7]1.CCOC(C)=O. Given the product [OH:5][CH:6]1[CH2:11][CH2:10][CH:9]([C:12](=[O:13])[CH2:2][CH3:1])[CH2:8][CH2:7]1, predict the reactants needed to synthesize it. (3) The reactants are: [CH3:1][O:2][C:3]1[CH:4]=[C:5]([C:9]2[CH:18]=[C:17]3[C:12]([CH:13]=[C:14]([C:20]4[CH:21]=[N:22][CH:23]=[CH:24][CH:25]=4)[N:15]=[C:16]3O)=[CH:11][CH:10]=2)[CH:6]=[CH:7][CH:8]=1.C1(P(Cl)([Cl:34])=O)C=CC=CC=1. Given the product [Cl:34][C:16]1[C:17]2[C:12](=[CH:11][CH:10]=[C:9]([C:5]3[CH:6]=[CH:7][CH:8]=[C:3]([O:2][CH3:1])[CH:4]=3)[CH:18]=2)[CH:13]=[C:14]([C:20]2[CH:21]=[N:22][CH:23]=[CH:24][CH:25]=2)[N:15]=1, predict the reactants needed to synthesize it.